From a dataset of Peptide-MHC class I binding affinity with 185,985 pairs from IEDB/IMGT. Regression. Given a peptide amino acid sequence and an MHC pseudo amino acid sequence, predict their binding affinity value. This is MHC class I binding data. (1) The peptide sequence is YTVRGTGKY. The MHC is HLA-B07:02 with pseudo-sequence HLA-B07:02. The binding affinity (normalized) is 0.0847. (2) The peptide sequence is LTSRDGEPRM. The MHC is HLA-A30:01 with pseudo-sequence HLA-A30:01. The binding affinity (normalized) is 0.141. (3) The peptide sequence is DLAQDPMLI. The MHC is HLA-A69:01 with pseudo-sequence HLA-A69:01. The binding affinity (normalized) is 0.0847. (4) The peptide sequence is ARAALQGGG. The MHC is HLA-A02:01 with pseudo-sequence HLA-A02:01. The binding affinity (normalized) is 0.